Dataset: Reaction yield outcomes from USPTO patents with 853,638 reactions. Task: Predict the reaction yield, written as a fraction of the theoretical maximum amount of product (1.0 means a 100% yield; for example, 0.34 means a 34% yield). (1) The product is [C:1]([O:5][C:6](=[O:37])[NH:7][C:8]1[CH:13]=[CH:12][CH:11]=[C:10]([C:14]2[CH:19]=[CH:18][C:17]([S:20]([N:23]3[CH2:27][CH2:26][CH2:25][CH:24]3[CH2:28][OH:29])(=[O:22])=[O:21])=[CH:16][CH:15]=2)[N:9]=1)([CH3:4])([CH3:2])[CH3:3]. The yield is 0.860. The catalyst is C(Cl)Cl. The reactants are [C:1]([O:5][C:6](=[O:37])[NH:7][C:8]1[CH:13]=[CH:12][CH:11]=[C:10]([C:14]2[CH:19]=[CH:18][C:17]([S:20]([N:23]3[CH2:27][CH2:26][CH2:25][CH:24]3[C:28](C)(C)[O:29][SiH2]C(C)(C)C)(=[O:22])=[O:21])=[CH:16][CH:15]=2)[N:9]=1)([CH3:4])([CH3:3])[CH3:2].CCCC[N+](CCCC)(CCCC)CCCC.[F-]. (2) The reactants are F[C:2]1[CH:7]=[CH:6][C:5]([N+:8]([O-:10])=[O:9])=[CH:4][C:3]=1[F:11].O.[NH2:13][NH2:14]. The catalyst is C(O)C. The product is [F:11][C:3]1[CH:4]=[C:5]([N+:8]([O-:10])=[O:9])[CH:6]=[CH:7][C:2]=1[NH:13][NH2:14]. The yield is 0.992. (3) The catalyst is C(Cl)Cl. The reactants are C1CCN2C(=NCCC2)CC1.[C:12]([O:15][C@@H:16]1[C@H:21]([O:22][C:23](=[O:25])[CH3:24])[C@@H:20]([O:26][C:27](=[O:29])[CH3:28])[C@H:19]([CH3:30])[O:18][C@H:17]1[O:31][C@@H:32]1[C@@H:38]([OH:39])[C@H:37]([CH3:40])[O:36][C@@:34]([C@H:41]2[O:70][C@H:69]([CH2:71][O:72][CH2:73][C:74]3[CH:79]=[CH:78][CH:77]=[CH:76][CH:75]=3)[C@@H:60]([O:61][CH2:62][C:63]3[CH:68]=[CH:67][CH:66]=[CH:65][CH:64]=3)[C@H:51]([O:52][CH2:53][C:54]3[CH:59]=[CH:58][CH:57]=[CH:56][CH:55]=3)[C@H:42]2[O:43][CH2:44][C:45]2[CH:50]=[CH:49][CH:48]=[CH:47][CH:46]=2)([OH:35])[C@@H:33]1[O:80][C:81](=[O:88])[C:82]1[CH:87]=[CH:86][CH:85]=[CH:84][CH:83]=1)(=[O:14])[CH3:13].[Cl:89][C:90]([Cl:94])([Cl:93])[C:91]#[N:92]. The yield is 0.900. The product is [Cl:89][C:90]([Cl:94])([Cl:93])[C:91](=[NH:92])[OH:14].[C:12]([O:15][C@@H:16]1[C@H:21]([O:22][C:23](=[O:25])[CH3:24])[C@@H:20]([O:26][C:27](=[O:29])[CH3:28])[C@H:19]([CH3:30])[O:18][C@H:17]1[O:31][C@@H:32]1[C@@H:38]([OH:39])[C@H:37]([CH3:40])[O:36][C@@:34]([C@H:41]2[O:70][C@H:69]([CH2:71][O:72][CH2:73][C:74]3[CH:75]=[CH:76][CH:77]=[CH:78][CH:79]=3)[C@@H:60]([O:61][CH2:62][C:63]3[CH:68]=[CH:67][CH:66]=[CH:65][CH:64]=3)[C@H:51]([O:52][CH2:53][C:54]3[CH:59]=[CH:58][CH:57]=[CH:56][CH:55]=3)[C@H:42]2[O:43][CH2:44][C:45]2[CH:46]=[CH:47][CH:48]=[CH:49][CH:50]=2)([OH:35])[C@@H:33]1[O:80][C:81](=[O:88])[C:82]1[CH:87]=[CH:86][CH:85]=[CH:84][CH:83]=1)(=[O:14])[CH3:13]. (4) The reactants are [CH:1]([N:4]1[C:8]([N:9]2[N:18]=[C:17]3[C:11]([CH2:12][CH2:13][O:14][C:15]4[CH:22]=[C:21]([C:23]5[CH:24]=[N:25][N:26]([CH2:28][CH2:29][O:30]C6CCCCO6)[CH:27]=5)[CH:20]=[CH:19][C:16]=43)=[CH:10]2)=[N:7][CH:6]=[N:5]1)([CH3:3])[CH3:2].Cl.CO. The catalyst is C(OCC)C. The product is [CH:1]([N:4]1[C:8]([N:9]2[N:18]=[C:17]3[C:11]([CH2:12][CH2:13][O:14][C:15]4[CH:22]=[C:21]([C:23]5[CH:24]=[N:25][N:26]([CH2:28][CH2:29][OH:30])[CH:27]=5)[CH:20]=[CH:19][C:16]=43)=[CH:10]2)=[N:7][CH:6]=[N:5]1)([CH3:3])[CH3:2]. The yield is 0.860.